Task: Regression. Given two drug SMILES strings and cell line genomic features, predict the synergy score measuring deviation from expected non-interaction effect.. Dataset: NCI-60 drug combinations with 297,098 pairs across 59 cell lines (1) Drug 2: C(CCl)NC(=O)N(CCCl)N=O. Cell line: SK-MEL-2. Synergy scores: CSS=45.3, Synergy_ZIP=1.52, Synergy_Bliss=2.51, Synergy_Loewe=-44.0, Synergy_HSA=3.28. Drug 1: COC1=CC(=CC(=C1O)OC)C2C3C(COC3=O)C(C4=CC5=C(C=C24)OCO5)OC6C(C(C7C(O6)COC(O7)C8=CC=CS8)O)O. (2) Drug 1: CC1=C(C=C(C=C1)NC2=NC=CC(=N2)N(C)C3=CC4=NN(C(=C4C=C3)C)C)S(=O)(=O)N.Cl. Drug 2: C1=C(C(=O)NC(=O)N1)F. Cell line: HCC-2998. Synergy scores: CSS=17.9, Synergy_ZIP=-0.120, Synergy_Bliss=-6.16, Synergy_Loewe=-12.4, Synergy_HSA=-11.6. (3) Drug 1: C1CN1P(=S)(N2CC2)N3CC3. Drug 2: COCCOC1=C(C=C2C(=C1)C(=NC=N2)NC3=CC=CC(=C3)C#C)OCCOC.Cl. Cell line: HCT116. Synergy scores: CSS=32.4, Synergy_ZIP=4.32, Synergy_Bliss=5.63, Synergy_Loewe=-2.00, Synergy_HSA=6.79.